Dataset: Full USPTO retrosynthesis dataset with 1.9M reactions from patents (1976-2016). Task: Predict the reactants needed to synthesize the given product. Given the product [CH3:1][NH:2][C:3]([C:5]1[CH:6]=[N:7][C:8]([O:11][C:12]2[CH:22]=[CH:21][C:15]3[CH2:16][CH2:17][N:18]([CH:26]4[CH2:27][CH2:28][CH:24]([CH3:23])[CH2:25]4)[CH2:19][CH2:20][C:14]=3[CH:13]=2)=[CH:9][CH:10]=1)=[O:4], predict the reactants needed to synthesize it. The reactants are: [CH3:1][NH:2][C:3]([C:5]1[CH:6]=[N:7][C:8]([O:11][C:12]2[CH:22]=[CH:21][C:15]3[CH2:16][CH2:17][NH:18][CH2:19][CH2:20][C:14]=3[CH:13]=2)=[CH:9][CH:10]=1)=[O:4].[CH3:23][CH:24]1[CH2:28][CH2:27][C:26](=O)[CH2:25]1.